The task is: Predict which catalyst facilitates the given reaction.. This data is from Catalyst prediction with 721,799 reactions and 888 catalyst types from USPTO. (1) Reactant: [O:1]=[C:2]1[C@@H:6]([O:7][C:8](=[O:12])[CH:9]([CH3:11])[CH3:10])[C@H:5]([O:13][C:14](=[O:18])[CH:15]([CH3:17])[CH3:16])[C:4](=O)[O:3]1.[NH2:20][OH:21]. The catalyst class is: 13. Product: [OH:21][N:20]1[C:2](=[O:1])[C@@H:6]([O:7][C:8](=[O:12])[CH:9]([CH3:11])[CH3:10])[C@H:5]([O:13][C:14](=[O:18])[CH:15]([CH3:17])[CH3:16])[C:4]1=[O:3]. (2) Product: [OH:8][C:9]1[CH:18]=[C:17]2[C:12]([C:13]([O:19][C:20]3[CH:25]=[CH:24][C:23]([NH:26][C:27](=[O:34])[C:28]4[CH:33]=[CH:32][CH:31]=[CH:30][CH:29]=4)=[CH:22][CH:21]=3)=[N:14][CH:15]=[N:16]2)=[CH:11][C:10]=1[O:35][CH3:36]. Reactant: C([O:8][C:9]1[CH:18]=[C:17]2[C:12]([C:13]([O:19][C:20]3[CH:25]=[CH:24][C:23]([NH:26][C:27](=[O:34])[C:28]4[CH:33]=[CH:32][CH:31]=[CH:30][CH:29]=4)=[CH:22][CH:21]=3)=[N:14][CH:15]=[N:16]2)=[CH:11][C:10]=1[O:35][CH3:36])C1C=CC=CC=1. The catalyst class is: 45. (3) Reactant: [C:1]([NH2:5])([CH3:4])([CH3:3])[CH3:2].C(=O)([O-])[O-].[K+].[K+].O.[C:13]1([S:19](Cl)(=[O:21])=[O:20])[CH:18]=[CH:17][CH:16]=[CH:15][CH:14]=1. Product: [C:1]([NH:5][S:19]([C:13]1[CH:18]=[CH:17][CH:16]=[CH:15][CH:14]=1)(=[O:21])=[O:20])([CH3:4])([CH3:3])[CH3:2]. The catalyst class is: 54. (4) Reactant: C([O:3][C:4]([C:6]1[C:7]([N:23]2[CH2:28][CH2:27][O:26][CH2:25][CH2:24]2)=[N:8][C:9]2[C:14]([C:15]=1[C:16]1[CH:21]=[CH:20][CH:19]=[CH:18][CH:17]=1)=[CH:13][C:12]([Cl:22])=[CH:11][CH:10]=2)=[O:5])C.[OH-].[Na+]. The catalyst class is: 40. Product: [Cl:22][C:12]1[CH:13]=[C:14]2[C:9](=[CH:10][CH:11]=1)[N:8]=[C:7]([N:23]1[CH2:28][CH2:27][O:26][CH2:25][CH2:24]1)[C:6]([C:4]([OH:5])=[O:3])=[C:15]2[C:16]1[CH:17]=[CH:18][CH:19]=[CH:20][CH:21]=1.